Dataset: NCI-60 drug combinations with 297,098 pairs across 59 cell lines. Task: Regression. Given two drug SMILES strings and cell line genomic features, predict the synergy score measuring deviation from expected non-interaction effect. (1) Drug 1: CC1=C(C=C(C=C1)C(=O)NC2=CC(=CC(=C2)C(F)(F)F)N3C=C(N=C3)C)NC4=NC=CC(=N4)C5=CN=CC=C5. Drug 2: CN(CCCl)CCCl.Cl. Cell line: HCT116. Synergy scores: CSS=7.23, Synergy_ZIP=-2.37, Synergy_Bliss=-1.32, Synergy_Loewe=-16.9, Synergy_HSA=-2.27. (2) Drug 1: CCC(=C(C1=CC=CC=C1)C2=CC=C(C=C2)OCCN(C)C)C3=CC=CC=C3.C(C(=O)O)C(CC(=O)O)(C(=O)O)O. Drug 2: C1CN(P(=O)(OC1)NCCCl)CCCl. Cell line: OVCAR-5. Synergy scores: CSS=1.98, Synergy_ZIP=-0.940, Synergy_Bliss=-1.85, Synergy_Loewe=-0.324, Synergy_HSA=-1.00. (3) Drug 1: CC(C1=C(C=CC(=C1Cl)F)Cl)OC2=C(N=CC(=C2)C3=CN(N=C3)C4CCNCC4)N. Drug 2: CC1CCC2CC(C(=CC=CC=CC(CC(C(=O)C(C(C(=CC(C(=O)CC(OC(=O)C3CCCCN3C(=O)C(=O)C1(O2)O)C(C)CC4CCC(C(C4)OC)OCCO)C)C)O)OC)C)C)C)OC. Cell line: COLO 205. Synergy scores: CSS=25.2, Synergy_ZIP=0.663, Synergy_Bliss=7.48, Synergy_Loewe=2.45, Synergy_HSA=6.51. (4) Drug 2: CN(CC1=CN=C2C(=N1)C(=NC(=N2)N)N)C3=CC=C(C=C3)C(=O)NC(CCC(=O)O)C(=O)O. Synergy scores: CSS=40.0, Synergy_ZIP=0.998, Synergy_Bliss=0.608, Synergy_Loewe=-22.3, Synergy_HSA=0.620. Cell line: HOP-62. Drug 1: CS(=O)(=O)C1=CC(=C(C=C1)C(=O)NC2=CC(=C(C=C2)Cl)C3=CC=CC=N3)Cl. (5) Drug 1: CC1=C(C=C(C=C1)NC2=NC=CC(=N2)N(C)C3=CC4=NN(C(=C4C=C3)C)C)S(=O)(=O)N.Cl. Drug 2: CCC1=C2CN3C(=CC4=C(C3=O)COC(=O)C4(CC)O)C2=NC5=C1C=C(C=C5)O. Cell line: A498. Synergy scores: CSS=13.8, Synergy_ZIP=-6.03, Synergy_Bliss=4.85, Synergy_Loewe=-26.2, Synergy_HSA=1.94. (6) Drug 1: CC1=CC=C(C=C1)C2=CC(=NN2C3=CC=C(C=C3)S(=O)(=O)N)C(F)(F)F. Drug 2: CC1C(C(CC(O1)OC2CC(CC3=C2C(=C4C(=C3O)C(=O)C5=CC=CC=C5C4=O)O)(C(=O)C)O)N)O. Cell line: SNB-19. Synergy scores: CSS=40.0, Synergy_ZIP=-4.31, Synergy_Bliss=-6.14, Synergy_Loewe=-2.56, Synergy_HSA=-1.33. (7) Drug 1: CN(C)N=NC1=C(NC=N1)C(=O)N. Drug 2: C1=CN(C=N1)CC(O)(P(=O)(O)O)P(=O)(O)O. Cell line: K-562. Synergy scores: CSS=14.1, Synergy_ZIP=-2.74, Synergy_Bliss=0.769, Synergy_Loewe=-0.315, Synergy_HSA=0.461. (8) Drug 1: C1=CC(=C2C(=C1NCCNCCO)C(=O)C3=C(C=CC(=C3C2=O)O)O)NCCNCCO. Drug 2: CC1CCC2CC(C(=CC=CC=CC(CC(C(=O)C(C(C(=CC(C(=O)CC(OC(=O)C3CCCCN3C(=O)C(=O)C1(O2)O)C(C)CC4CCC(C(C4)OC)O)C)C)O)OC)C)C)C)OC. Cell line: SN12C. Synergy scores: CSS=50.3, Synergy_ZIP=-6.16, Synergy_Bliss=-7.99, Synergy_Loewe=-3.35, Synergy_HSA=-2.31. (9) Drug 1: CN1C2=C(C=C(C=C2)N(CCCl)CCCl)N=C1CCCC(=O)O.Cl. Drug 2: C1CNP(=O)(OC1)N(CCCl)CCCl. Cell line: HCT-15. Synergy scores: CSS=-1.70, Synergy_ZIP=11.3, Synergy_Bliss=12.3, Synergy_Loewe=-2.91, Synergy_HSA=-2.87. (10) Drug 1: CC1=C(N=C(N=C1N)C(CC(=O)N)NCC(C(=O)N)N)C(=O)NC(C(C2=CN=CN2)OC3C(C(C(C(O3)CO)O)O)OC4C(C(C(C(O4)CO)O)OC(=O)N)O)C(=O)NC(C)C(C(C)C(=O)NC(C(C)O)C(=O)NCCC5=NC(=CS5)C6=NC(=CS6)C(=O)NCCC[S+](C)C)O. Drug 2: C#CCC(CC1=CN=C2C(=N1)C(=NC(=N2)N)N)C3=CC=C(C=C3)C(=O)NC(CCC(=O)O)C(=O)O. Cell line: NCI-H322M. Synergy scores: CSS=-0.539, Synergy_ZIP=0.971, Synergy_Bliss=1.04, Synergy_Loewe=0.957, Synergy_HSA=0.196.